From a dataset of Forward reaction prediction with 1.9M reactions from USPTO patents (1976-2016). Predict the product of the given reaction. (1) The product is: [Br:30][C:31]1[CH:36]=[C:35]([CH3:37])[C:34]([NH:38][C:39]([NH:1][C:2]2[CH:3]=[C:4]([C:23]3[CH:28]=[CH:27][CH:26]=[C:25]([F:29])[CH:24]=3)[CH:5]=[CH:6][C:7]=2[C:8]([NH:10][C@H:11]([C:19]([O:21][CH3:22])=[O:20])[C@@H:12]([CH3:18])[O:13][C:14]([CH3:17])([CH3:15])[CH3:16])=[O:9])=[O:40])=[C:33]([CH3:41])[CH:32]=1. Given the reactants [NH2:1][C:2]1[CH:3]=[C:4]([C:23]2[CH:28]=[CH:27][CH:26]=[C:25]([F:29])[CH:24]=2)[CH:5]=[CH:6][C:7]=1[C:8]([NH:10][C@H:11]([C:19]([O:21][CH3:22])=[O:20])[C@@H:12]([CH3:18])[O:13][C:14]([CH3:17])([CH3:16])[CH3:15])=[O:9].[Br:30][C:31]1[CH:32]=[C:33]([CH3:41])[C:34]([N:38]=[C:39]=[O:40])=[C:35]([CH3:37])[CH:36]=1, predict the reaction product. (2) Given the reactants [OH-].[Na+].[Cl:3][C:4]1[CH:9]=[C:8]([CH2:10][O:11][C:12]2[CH:21]=[C:20]3[C:15]([C:16]([NH:22][C:23]4[CH:28]=[C:27]([O:29]C(OC)=O)[C:26]([CH3:34])=[CH:25][C:24]=4[F:35])=[N:17][CH:18]=[N:19]3)=[CH:14][C:13]=2[O:36][CH3:37])[CH:7]=[C:6]([CH3:38])[N:5]=1, predict the reaction product. The product is: [ClH:3].[Cl:3][C:4]1[CH:9]=[C:8]([CH2:10][O:11][C:12]2[CH:21]=[C:20]3[C:15]([C:16]([NH:22][C:23]4[CH:28]=[C:27]([OH:29])[C:26]([CH3:34])=[CH:25][C:24]=4[F:35])=[N:17][CH:18]=[N:19]3)=[CH:14][C:13]=2[O:36][CH3:37])[CH:7]=[C:6]([CH3:38])[N:5]=1.